From a dataset of Reaction yield outcomes from USPTO patents with 853,638 reactions. Predict the reaction yield, written as a fraction of the theoretical maximum amount of product (1.0 means a 100% yield; for example, 0.34 means a 34% yield). (1) The reactants are FC(F)(F)C(O)=O.[Cl:8][C:9]1[C:10]([F:40])=[C:11]([CH:15]2[C:19]([C:22]3[CH:27]=[CH:26][C:25]([Cl:28])=[CH:24][C:23]=3[F:29])([C:20]#[N:21])[CH:18]([CH2:30][C:31]([CH3:36])([CH3:35])[CH2:32][CH2:33][OH:34])[NH:17][CH:16]2[C:37](O)=[O:38])[CH:12]=[CH:13][CH:14]=1.[NH2:41][C:42]1[CH:47]=[CH:46][N:45]([CH3:48])[C:44](=[O:49])[CH:43]=1.CN(C(ON1N=NC2C=CC=NC1=2)=[N+](C)C)C.F[P-](F)(F)(F)(F)F.CCN(C(C)C)C(C)C. The catalyst is C(Cl)Cl. The product is [CH3:48][N:45]1[CH:46]=[CH:47][C:42]([NH:41][C:37]([CH:16]2[CH:15]([C:11]3[CH:12]=[CH:13][CH:14]=[C:9]([Cl:8])[C:10]=3[F:40])[C:19]([C:22]3[CH:27]=[CH:26][C:25]([Cl:28])=[CH:24][C:23]=3[F:29])([C:20]#[N:21])[CH:18]([CH2:30][C:31]([CH3:36])([CH3:35])[CH2:32][CH2:33][OH:34])[NH:17]2)=[O:38])=[CH:43][C:44]1=[O:49]. The yield is 0.0510. (2) The reactants are [Cl:1][C:2]1[CH:7]=[C:6]([C:8]([F:11])([F:10])[F:9])[CH:5]=[CH:4][C:3]=1[C:12]1[CH:17]=[CH:16][N:15]=[C:14](OS(C(F)(F)F)(=O)=O)[C:13]=1[N+:26]([O-:28])=[O:27].Cl.[CH3:30][O:31][CH2:32][CH:33]([NH2:36])[CH2:34][CH3:35]. No catalyst specified. The product is [Cl:1][C:2]1[CH:7]=[C:6]([C:8]([F:10])([F:11])[F:9])[CH:5]=[CH:4][C:3]=1[C:12]1[CH:17]=[CH:16][N:15]=[C:14]([NH:36][CH:33]([CH2:32][O:31][CH3:30])[CH2:34][CH3:35])[C:13]=1[N+:26]([O-:28])=[O:27]. The yield is 0.890. (3) The reactants are [NH:1]1[CH2:6][CH2:5][CH:4]([OH:7])[CH2:3][CH2:2]1.C(O)(=O)C.[CH3:12][C:13]([CH3:15])=O. The catalyst is ClCCCl. The product is [CH3:12][CH:13]([N:1]1[CH2:6][CH2:5][CH:4]([OH:7])[CH2:3][CH2:2]1)[CH3:15]. The yield is 0.290. (4) The reactants are [C:1]1(=[O:16])[N:5]([CH2:6][CH2:7][CH2:8][CH:9]=O)[C:4](=[O:11])[C:3]2=[CH:12][CH:13]=[CH:14][CH:15]=[C:2]12.CC1C([P+]([O:37][C:38]([CH3:40])=[O:39])(C2C=CC=CC=2)C2C=CC=CC=2)=CC=CC=1.[CH2:41](Cl)Cl. No catalyst specified. The product is [CH3:41][O:37][C:38](=[O:39])[CH:40]=[CH:9][CH2:8][CH2:7][CH2:6][N:5]1[C:4](=[O:11])[C:3]2=[CH:12][CH:13]=[CH:14][CH:15]=[C:2]2[C:1]1=[O:16]. The yield is 0.960. (5) The reactants are [C:1]([NH:8][CH2:9][CH2:10][CH2:11][OH:12])([O:3][C:4]([CH3:7])([CH3:6])[CH3:5])=[O:2].CC(OI1(OC(C)=O)(OC(C)=O)OC(=O)C2C=CC=CC1=2)=O.[O-]S([O-])(=S)=O.[Na+].[Na+]. The catalyst is O.CCOCC.C([O-])(O)=O.[Na+]. The product is [C:1]([NH:8][CH2:9][CH2:10][CH:11]=[O:12])([O:3][C:4]([CH3:5])([CH3:6])[CH3:7])=[O:2]. The yield is 0.856. (6) The reactants are [CH3:1][O:2][C:3]1[CH:8]=[CH:7][C:6]([C:9](=O)[C:10]([C:12]2[CH:17]=[CH:16][C:15]([O:18][CH3:19])=[CH:14][CH:13]=2)=O)=[CH:5][CH:4]=1.[NH2:21][C:22]1[C:30]([NH2:31])=[CH:29][CH:28]=[CH:27][C:23]=1[C:24]([OH:26])=[O:25]. The catalyst is C(O)(=O)C. The product is [CH3:1][O:2][C:3]1[CH:8]=[CH:7][C:6]([C:9]2[C:10]([C:12]3[CH:17]=[CH:16][C:15]([O:18][CH3:19])=[CH:14][CH:13]=3)=[N:21][C:22]3[C:23]([C:24]([OH:26])=[O:25])=[CH:27][CH:28]=[CH:29][C:30]=3[N:31]=2)=[CH:5][CH:4]=1. The yield is 0.260. (7) The catalyst is CN(C=O)C. The yield is 0.770. The product is [C:8]([C:6]1[CH:5]=[CH:4][C:3]2[O:12][C:14]3[C:21]([C:22]([F:23])([F:24])[F:25])=[CH:20][CH:19]=[CH:18][C:15]=3[CH:16]=[N:1][C:2]=2[CH:7]=1)([CH3:9])([CH3:11])[CH3:10]. The reactants are [NH2:1][C:2]1[CH:7]=[C:6]([C:8]([CH3:11])([CH3:10])[CH3:9])[CH:5]=[CH:4][C:3]=1[OH:12].F[C:14]1[C:21]([C:22]([F:25])([F:24])[F:23])=[CH:20][CH:19]=[CH:18][C:15]=1[CH:16]=O.C([O-])([O-])=O.[K+].[K+].O. (8) The yield is 0.380. The catalyst is C1COCC1.C(OCC)(=O)C. The product is [N:30]1([C:2]2[N:7]=[C:6]([NH:8][CH:9]3[CH2:14][CH2:13][O:12][CH2:11][CH2:10]3)[C:5]([N+:15]([O-:17])=[O:16])=[C:4]([C:18]3[CH:23]=[CH:22][CH:21]=[CH:20][CH:19]=3)[N:3]=2)[C:34]2[CH:35]=[CH:36][CH:37]=[CH:38][C:33]=2[N:32]=[CH:31]1. The reactants are Cl[C:2]1[N:7]=[C:6]([NH:8][CH:9]2[CH2:14][CH2:13][O:12][CH2:11][CH2:10]2)[C:5]([N+:15]([O-:17])=[O:16])=[C:4]([C:18]2[CH:23]=[CH:22][CH:21]=[CH:20][CH:19]=2)[N:3]=1.C(=O)([O-])[O-].[K+].[K+].[N:30]1[C:34]2[CH:35]=[CH:36][CH:37]=[CH:38][C:33]=2[NH:32][CH:31]=1.